This data is from Catalyst prediction with 721,799 reactions and 888 catalyst types from USPTO. The task is: Predict which catalyst facilitates the given reaction. (1) Reactant: [Cl:1][C:2]1[N:3]=[C:4]([N:15]2[CH2:20][CH2:19][O:18][CH2:17][CH2:16]2)[C:5]2[S:10][C:9]([C:11]#[C:12][CH2:13][OH:14])=[CH:8][C:6]=2[N:7]=1.C(N(CC)CC)C.[CH3:28][S:29](Cl)(=[O:31])=[O:30]. Product: [Cl:1][C:2]1[N:3]=[C:4]([N:15]2[CH2:20][CH2:19][O:18][CH2:17][CH2:16]2)[C:5]2[S:10][C:9]([C:11]#[C:12][CH2:13][O:14][S:29]([CH3:28])(=[O:31])=[O:30])=[CH:8][C:6]=2[N:7]=1. The catalyst class is: 22. (2) The catalyst class is: 115. Product: [P:40]([O:29][CH2:28][C:2]([F:1])([F:30])[CH2:3][N:4]1[C:8]([C:9]2[CH:10]=[CH:11][C:12]([F:15])=[CH:13][CH:14]=2)=[C:7]([C:16]2[CH:17]=[CH:18][C:19]3[O:24][CH2:23][C:22](=[O:25])[NH:21][C:20]=3[CH:26]=2)[C:6]([CH3:27])=[N:5]1)([O:41][CH2:42][C:43]1[CH:44]=[CH:45][CH:46]=[CH:47][CH:48]=1)([O:49][CH2:50][C:51]1[CH:52]=[CH:53][CH:54]=[CH:55][CH:56]=1)=[O:68]. Reactant: [F:1][C:2]([F:30])([CH2:28][OH:29])[CH2:3][N:4]1[C:8]([C:9]2[CH:14]=[CH:13][C:12]([F:15])=[CH:11][CH:10]=2)=[C:7]([C:16]2[CH:17]=[CH:18][C:19]3[O:24][CH2:23][C:22](=[O:25])[NH:21][C:20]=3[CH:26]=2)[C:6]([CH3:27])=[N:5]1.N1C=NN=N1.C(N(C(C)C)[P:40]([O:49][CH2:50][C:51]1[CH:56]=[CH:55][CH:54]=[CH:53][CH:52]=1)[O:41][CH2:42][C:43]1[CH:48]=[CH:47][CH:46]=[CH:45][CH:44]=1)(C)C.ClC1C=CC=C(C(OO)=[O:68])C=1.